From a dataset of Peptide-MHC class II binding affinity with 134,281 pairs from IEDB. Regression. Given a peptide amino acid sequence and an MHC pseudo amino acid sequence, predict their binding affinity value. This is MHC class II binding data. (1) The peptide sequence is YSKFLANVSTVLTGK. The MHC is DRB1_0802 with pseudo-sequence DRB1_0802. The binding affinity (normalized) is 0.826. (2) The peptide sequence is FNGGESKLKAEATTD. The MHC is DRB3_0101 with pseudo-sequence DRB3_0101. The binding affinity (normalized) is 0.130. (3) The peptide sequence is LLNAKFFHMNIYECK. The MHC is DRB1_1602 with pseudo-sequence DRB1_1602. The binding affinity (normalized) is 0.422. (4) The peptide sequence is AILRRRRRIAEPATC. The MHC is DRB1_0901 with pseudo-sequence DRB1_0901. The binding affinity (normalized) is 0.532. (5) The peptide sequence is LRDDQRKVFRELVRN. The MHC is DRB4_0103 with pseudo-sequence DRB4_0103. The binding affinity (normalized) is 0.558. (6) The peptide sequence is KRWIKMSILNTAGSG. The MHC is HLA-DPA10103-DPB10401 with pseudo-sequence HLA-DPA10103-DPB10401. The binding affinity (normalized) is 0.350. (7) The peptide sequence is MLWHAMPPELNTARL. The MHC is HLA-DPA10201-DPB10101 with pseudo-sequence HLA-DPA10201-DPB10101. The binding affinity (normalized) is 0.335.